This data is from Catalyst prediction with 721,799 reactions and 888 catalyst types from USPTO. The task is: Predict which catalyst facilitates the given reaction. (1) Reactant: CS(O[CH:6]([C:8]1[N:9]([C:17]2[CH:22]=[CH:21][CH:20]=[C:19]([F:23])[CH:18]=2)[C:10]2[C:15]([CH:16]=1)=[CH:14][CH:13]=[CH:12][CH:11]=2)[CH3:7])(=O)=O.[N-:24]=[N+:25]=[N-:26].[Na+]. Product: [N:24]([CH:6]([C:8]1[N:9]([C:17]2[CH:22]=[CH:21][CH:20]=[C:19]([F:23])[CH:18]=2)[C:10]2[C:15]([CH:16]=1)=[CH:14][CH:13]=[CH:12][CH:11]=2)[CH3:7])=[N+:25]=[N-:26]. The catalyst class is: 9. (2) Product: [C:1]([O:5][C:6]([C:8]1[C:33]([F:34])=[CH:32][C:11]([O:12][CH2:13][CH:14]2[CH2:20][CH:19]3[N:21]([C:22]([O:24][CH2:25][C:26]4[CH:31]=[CH:30][CH:29]=[CH:28][CH:27]=4)=[O:23])[CH:16]([CH2:17][CH2:18]3)[CH2:15]2)=[C:10]([CH:36]2[CH2:38][CH2:37]2)[CH:9]=1)=[O:7])([CH3:4])([CH3:3])[CH3:2]. The catalyst class is: 498. Reactant: [C:1]([O:5][C:6]([C:8]1[C:33]([F:34])=[CH:32][C:11]([O:12][CH2:13][CH:14]2[CH2:20][CH:19]3[N:21]([C:22]([O:24][CH2:25][C:26]4[CH:31]=[CH:30][CH:29]=[CH:28][CH:27]=4)=[O:23])[CH:16]([CH2:17][CH2:18]3)[CH2:15]2)=[C:10](Cl)[CH:9]=1)=[O:7])([CH3:4])([CH3:3])[CH3:2].[CH:36]1(B(O)O)[CH2:38][CH2:37]1.P([O-])([O-])([O-])=O.[K+].[K+].[K+].F[B-](F)(F)F.C1(P(C2CCCCC2)C2CCCCC2)CCCCC1.